Task: Regression. Given a peptide amino acid sequence and an MHC pseudo amino acid sequence, predict their binding affinity value. This is MHC class I binding data.. Dataset: Peptide-MHC class I binding affinity with 185,985 pairs from IEDB/IMGT (1) The peptide sequence is YECLYRNRDV. The MHC is HLA-B40:02 with pseudo-sequence HLA-B40:02. The binding affinity (normalized) is 0.312. (2) The MHC is HLA-A03:01 with pseudo-sequence HLA-A03:01. The peptide sequence is KSKQDRSDGY. The binding affinity (normalized) is 0.0321. (3) The peptide sequence is YEWGEEVPLL. The MHC is HLA-B44:02 with pseudo-sequence HLA-B44:02. The binding affinity (normalized) is 0.150. (4) The peptide sequence is TKDAERGKL. The MHC is HLA-B58:01 with pseudo-sequence HLA-B58:01. The binding affinity (normalized) is 0.0847. (5) The MHC is HLA-A23:01 with pseudo-sequence HLA-A23:01. The peptide sequence is RLAQRVFNNY. The binding affinity (normalized) is 0. (6) The peptide sequence is CVNGVCWTV. The MHC is HLA-A02:06 with pseudo-sequence HLA-A02:06. The binding affinity (normalized) is 0.265. (7) The peptide sequence is QYPSGQGSF. The binding affinity (normalized) is 0. The MHC is HLA-A01:01 with pseudo-sequence HLA-A01:01. (8) The peptide sequence is EQNWDWNRY. The MHC is HLA-A31:01 with pseudo-sequence HLA-A31:01. The binding affinity (normalized) is 0.0847. (9) The peptide sequence is SLASIGTSF. The MHC is HLA-B15:01 with pseudo-sequence HLA-B15:01. The binding affinity (normalized) is 0.787.